This data is from Full USPTO retrosynthesis dataset with 1.9M reactions from patents (1976-2016). The task is: Predict the reactants needed to synthesize the given product. (1) Given the product [Br:1][C:2]1[CH:3]=[C:4]([CH3:35])[C:5]([O:6][C:7]2[C:8]3[N:31]([CH3:37])[CH:30]=[CH:29][C:9]=3[N:10]=[C:11]([N:13]([C:21]3[CH:26]=[CH:25][C:24]([C:27]#[N:28])=[CH:23][CH:22]=3)[C:14](=[O:20])[O:15][C:16]([CH3:19])([CH3:18])[CH3:17])[N:12]=2)=[C:32]([CH3:34])[CH:33]=1, predict the reactants needed to synthesize it. The reactants are: [Br:1][C:2]1[CH:33]=[C:32]([CH3:34])[C:5]([O:6][C:7]2[C:8]3[NH:31][CH:30]=[CH:29][C:9]=3[N:10]=[C:11]([N:13]([C:21]3[CH:26]=[CH:25][C:24]([C:27]#[N:28])=[CH:23][CH:22]=3)[C:14](=[O:20])[O:15][C:16]([CH3:19])([CH3:18])[CH3:17])[N:12]=2)=[C:4]([CH3:35])[CH:3]=1.[Li+].[CH3:37][Si]([N-][Si](C)(C)C)(C)C. (2) Given the product [CH3:14][C:13]([N:17]1[CH:5]=[CH:4][CH:3]=[N:18]1)([CH3:16])[CH3:15], predict the reactants needed to synthesize it. The reactants are: CO[CH:3](OC)[CH2:4][CH:5](OC)OC.Cl.[C:13]([NH:17][NH2:18])([CH3:16])([CH3:15])[CH3:14].Cl.